Dataset: Reaction yield outcomes from USPTO patents with 853,638 reactions. Task: Predict the reaction yield, written as a fraction of the theoretical maximum amount of product (1.0 means a 100% yield; for example, 0.34 means a 34% yield). (1) The reactants are [OH:1][CH2:2][C:3]([CH3:40])([CH3:39])[O:4][C:5]1[CH:10]=[CH:9][C:8]([N:11]2[C:16](=[O:17])[C:15]([CH2:18][C:19]3[CH:24]=[CH:23][C:22]([C:25]4[C:26]([C:31]#[N:32])=[CH:27][CH:28]=[CH:29][CH:30]=4)=[CH:21][CH:20]=3)=[C:14]([CH2:33][CH2:34][CH3:35])[N:13]3[N:36]=[CH:37][N:38]=[C:12]23)=[CH:7][CH:6]=1.CC(OI1(OC(C)=O)(OC(C)=O)OC(=O)C2C1=CC=CC=2)=O.C(OCC)(=O)C.S([O-])([O-])(=O)=S.[Na+].[Na+]. The catalyst is C(Cl)Cl.O. The product is [CH3:40][C:3]([CH3:39])([O:4][C:5]1[CH:10]=[CH:9][C:8]([N:11]2[C:16](=[O:17])[C:15]([CH2:18][C:19]3[CH:24]=[CH:23][C:22]([C:25]4[C:26]([C:31]#[N:32])=[CH:27][CH:28]=[CH:29][CH:30]=4)=[CH:21][CH:20]=3)=[C:14]([CH2:33][CH2:34][CH3:35])[N:13]3[N:36]=[CH:37][N:38]=[C:12]23)=[CH:7][CH:6]=1)[CH:2]=[O:1]. The yield is 0.990. (2) The reactants are [N+:1]([C:4]1[CH:8]=[CH:7][NH:6][CH:5]=1)([O-:3])=[O:2].N12CCCN=C1CCCCC2.[C:20]1([CH2:26][S:27](Cl)(=[O:29])=[O:28])[CH:25]=[CH:24][CH:23]=[CH:22][CH:21]=1. The catalyst is ClCCl. The product is [CH2:26]([S:27]([N:6]1[CH:7]=[CH:8][C:4]([N+:1]([O-:3])=[O:2])=[CH:5]1)(=[O:29])=[O:28])[C:20]1[CH:25]=[CH:24][CH:23]=[CH:22][CH:21]=1. The yield is 0.500.